The task is: Predict the reactants needed to synthesize the given product.. This data is from Full USPTO retrosynthesis dataset with 1.9M reactions from patents (1976-2016). (1) Given the product [CH3:19][N:18]([CH2:17][C:16]1[N:8]([C:5]2[CH:4]=[CH:3][C:2]([NH:1][C:49]([NH:46][O:54][CH3:52])=[O:63])=[CH:7][CH:6]=2)[N:9]=[C:10]2[C:15]=1[C:14](=[O:21])[N:13]([C:22]1[CH:27]=[CH:26][CH:25]=[C:24]([O:28][CH3:29])[C:23]=1[F:30])[C:12](=[O:31])[N:11]2[CH2:32][C:33]1[C:38]([C:39]([F:42])([F:41])[F:40])=[CH:37][CH:36]=[CH:35][C:34]=1[F:43])[CH3:20], predict the reactants needed to synthesize it. The reactants are: [NH2:1][C:2]1[CH:7]=[CH:6][C:5]([N:8]2[C:16]([CH2:17][N:18]([CH3:20])[CH3:19])=[C:15]3[C:10]([N:11]([CH2:32][C:33]4[C:38]([C:39]([F:42])([F:41])[F:40])=[CH:37][CH:36]=[CH:35][C:34]=4[F:43])[C:12](=[O:31])[N:13]([C:22]4[CH:27]=[CH:26][CH:25]=[C:24]([O:28][CH3:29])[C:23]=4[F:30])[C:14]3=[O:21])=[N:9]2)=[CH:4][CH:3]=1.C([N:46]([CH2:49]C)CC)C.Cl[C:52](Cl)([O:54]C(=O)OC(Cl)(Cl)Cl)Cl.[OH2:63]. (2) Given the product [OH:17][CH2:15][C:3]1[N:4]2[CH:9]=[CH:8][CH:7]=[C:6]([C:10]([O:12][CH2:13][CH3:14])=[O:11])[C:5]2=[N:1][CH:2]=1, predict the reactants needed to synthesize it. The reactants are: [N:1]1[CH:2]=[CH:3][N:4]2[CH:9]=[CH:8][CH:7]=[C:6]([C:10]([O:12][CH2:13][CH3:14])=[O:11])[C:5]=12.[C:15]([O-])(=[O:17])C.[Na+].C=O.C(O)(=O)C.C(=O)([O-])O.[Na+]. (3) Given the product [CH:11]1([C:10]2[C:9]3[C:4](=[CH:5][C:6]([C:17]([NH:19][S:20](=[O:25])(=[O:24])[N:21]([CH3:23])[CH3:22])=[O:18])=[CH:7][CH:8]=3)[NH:3][C:2]=2[C:29]2[CH:30]=[CH:31][C:32]([O:34][CH3:35])=[CH:33][C:28]=2[CH:26]=[O:27])[CH2:16][CH2:15][CH2:14][CH2:13][CH2:12]1, predict the reactants needed to synthesize it. The reactants are: Br[C:2]1[NH:3][C:4]2[C:9]([C:10]=1[CH:11]1[CH2:16][CH2:15][CH2:14][CH2:13][CH2:12]1)=[CH:8][CH:7]=[C:6]([C:17]([NH:19][S:20](=[O:25])(=[O:24])[N:21]([CH3:23])[CH3:22])=[O:18])[CH:5]=2.[CH:26]([C:28]1[CH:33]=[C:32]([O:34][CH3:35])[CH:31]=[CH:30][C:29]=1B(O)O)=[O:27].[Li+].[Cl-].C([O-])([O-])=O.[Na+].[Na+].Cl. (4) Given the product [C:1]([NH:6][C:7]1[NH:8][C:9](=[O:31])[C:10]2[N:11]=[CH:12][N:13]([C:29]=2[N:30]=1)[C@@H:14]1[O:28][C@H:18]([CH2:19][O:20][Si:21]([C:24]([CH3:26])([CH3:25])[CH3:27])([CH3:23])[CH3:22])[C@@H:16]([O:17][C:38]([C:47]2[CH:52]=[CH:51][CH:50]=[CH:49][CH:48]=2)([C:39]2[CH:44]=[CH:43][C:42]([O:45][CH3:46])=[CH:41][CH:40]=2)[C:37]2[CH:36]=[CH:35][C:34]([O:33][CH3:32])=[CH:55][CH:54]=2)[CH2:15]1)(=[O:5])[CH:2]([CH3:4])[CH3:3], predict the reactants needed to synthesize it. The reactants are: [C:1]([NH:6][C:7]1[NH:8][C:9](=[O:31])[C:10]2[N:11]=[CH:12][N:13]([C:29]=2[N:30]=1)[C@@H:14]1[O:28][C@H:18]([CH2:19][O:20][Si:21]([C:24]([CH3:27])([CH3:26])[CH3:25])([CH3:23])[CH3:22])[C@@H:16]([OH:17])[CH2:15]1)(=[O:5])[CH:2]([CH3:4])[CH3:3].[CH3:32][O:33][C:34]1[CH:55]=[CH:54][C:37]([C:38](Cl)([C:47]2[CH:52]=[CH:51][CH:50]=[CH:49][CH:48]=2)[C:39]2[CH:44]=[CH:43][C:42]([O:45][CH3:46])=[CH:41][CH:40]=2)=[CH:36][CH:35]=1.C(=O)([O-])O.[Na+]. (5) Given the product [Br:2][C:3]1[CH:11]=[C:10]2[C:6]([CH:7]=[C:8]([C:12]([N:32]3[CH2:33][CH2:34][N:29]([S:26]([CH3:25])(=[O:28])=[O:27])[CH2:30][CH2:31]3)=[O:13])[NH:9]2)=[CH:5][C:4]=1[O:15][CH:16]1[CH2:21][CH2:20][N:19]([CH:22]([CH3:23])[CH3:24])[CH2:18][CH2:17]1, predict the reactants needed to synthesize it. The reactants are: Cl.[Br:2][C:3]1[CH:11]=[C:10]2[C:6]([CH:7]=[C:8]([C:12](O)=[O:13])[NH:9]2)=[CH:5][C:4]=1[O:15][CH:16]1[CH2:21][CH2:20][N:19]([CH:22]([CH3:24])[CH3:23])[CH2:18][CH2:17]1.[CH3:25][S:26]([N:29]1[CH2:34][CH2:33][NH:32][CH2:31][CH2:30]1)(=[O:28])=[O:27]. (6) Given the product [CH3:34][S:35]([O:24][CH:13]([C:5]1[CH:4]=[C:3]([C:2]([F:25])([F:26])[F:1])[CH:8]=[C:7]([C:9]([F:11])([F:12])[F:10])[CH:6]=1)[C@@H:14]([NH:16][C:17]([O:18][C:19]([CH3:21])([CH3:20])[CH3:22])=[O:23])[CH3:15])(=[O:37])=[O:36], predict the reactants needed to synthesize it. The reactants are: [F:1][C:2]([F:26])([F:25])[C:3]1[CH:4]=[C:5]([CH:13]([OH:24])[C@@H:14]([NH:16][C:17](=[O:23])[O:18][C:19]([CH3:22])([CH3:21])[CH3:20])[CH3:15])[CH:6]=[C:7]([C:9]([F:12])([F:11])[F:10])[CH:8]=1.C(N(CC)CC)C.[CH3:34][S:35](Cl)(=[O:37])=[O:36]. (7) Given the product [CH2:17]([NH:24][C:10]([C@H:9]1[CH2:13][C@@H:14]([OH:16])[CH2:15][N:8]1[C:6]([O:5][C:1]([CH3:2])([CH3:3])[CH3:4])=[O:7])=[O:12])[C:18]1[CH:23]=[CH:22][CH:21]=[CH:20][CH:19]=1, predict the reactants needed to synthesize it. The reactants are: [C:1]([O:5][C:6]([N:8]1[CH2:15][C@H:14]([OH:16])[CH2:13][C@@H:9]1[C:10]([OH:12])=O)=[O:7])([CH3:4])([CH3:3])[CH3:2].[CH2:17]([NH2:24])[C:18]1[CH:23]=[CH:22][CH:21]=[CH:20][CH:19]=1.ON1C2C=CC=CC=2N=N1.Cl.CN(C)CCCN=C=NCC.C(O)(=O)CC(CC(O)=O)(C(O)=O)O. (8) Given the product [CH:22]1([N:17]2[CH2:16][C:15]3([CH2:25][CH2:26][N:12]([CH:8]([C:5]4[CH:6]=[CH:7][C:2]([C:35]5[CH:44]=[C:43]6[C:38]([CH:39]=[CH:40][CH:41]=[N:42]6)=[CH:37][CH:36]=5)=[CH:3][CH:4]=4)[C:9](=[O:11])[CH3:10])[CH2:13][CH2:14]3)[O:20][CH2:19][C:18]2=[O:21])[CH2:24][CH2:23]1, predict the reactants needed to synthesize it. The reactants are: Br[C:2]1[CH:7]=[CH:6][C:5]([CH:8]([N:12]2[CH2:26][CH2:25][C:15]3([O:20][CH2:19][C:18](=[O:21])[N:17]([CH:22]4[CH2:24][CH2:23]4)[CH2:16]3)[CH2:14][CH2:13]2)[C:9](=[O:11])[CH3:10])=[CH:4][CH:3]=1.CC1(C)C(C)(C)OB([C:35]2[CH:44]=[C:43]3[C:38]([CH:39]=[CH:40][CH:41]=[N:42]3)=[CH:37][CH:36]=2)O1.C(=O)([O-])[O-].[K+].[K+]. (9) Given the product [NH3:4].[CH:1]1([N:4]([CH2:18][C:19]2[S:23][C:22]([C:24]([N:39]3[CH2:38][CH2:37][CH:36]([CH2:35][CH2:34][N:29]4[CH2:33][CH2:32][CH2:31][CH2:30]4)[CH2:41][CH2:40]3)=[O:25])=[N:21][N:20]=2)[S:5]([C:8]2[C:13]([CH3:14])=[CH:12][C:11]([O:15][CH3:16])=[CH:10][C:9]=2[CH3:17])(=[O:7])=[O:6])[CH2:3][CH2:2]1, predict the reactants needed to synthesize it. The reactants are: [CH:1]1([N:4]([CH2:18][C:19]2[S:23][C:22]([C:24](OCC)=[O:25])=[N:21][N:20]=2)[S:5]([C:8]2[C:13]([CH3:14])=[CH:12][C:11]([O:15][CH3:16])=[CH:10][C:9]=2[CH3:17])(=[O:7])=[O:6])[CH2:3][CH2:2]1.[N:29]1([CH2:34][CH2:35][CH:36]2[CH2:41][CH2:40][NH:39][CH2:38][CH2:37]2)[CH2:33][CH2:32][CH2:31][CH2:30]1.C[Al](C)C.